Task: Predict the reactants needed to synthesize the given product.. Dataset: Full USPTO retrosynthesis dataset with 1.9M reactions from patents (1976-2016) (1) Given the product [NH:22]1[C:30]2[C:25](=[C:26]([C:2]3[N:7]=[C:6]4[N:8]([CH3:11])[N:9]=[CH:10][C:5]4=[C:4]([N:12]4[CH2:17][CH2:16][N:15]([S:18]([CH3:21])(=[O:20])=[O:19])[CH2:14][CH2:13]4)[N:3]=3)[CH:27]=[CH:28][CH:29]=2)[CH:24]=[N:23]1, predict the reactants needed to synthesize it. The reactants are: Cl[C:2]1[N:7]=[C:6]2[N:8]([CH3:11])[N:9]=[CH:10][C:5]2=[C:4]([N:12]2[CH2:17][CH2:16][N:15]([S:18]([CH3:21])(=[O:20])=[O:19])[CH2:14][CH2:13]2)[N:3]=1.[NH:22]1[C:30]2[C:25](=[CH:26][CH:27]=[CH:28][CH:29]=2)[C:24](B2OC(C)(C)C(C)(C)O2)=[N:23]1. (2) Given the product [CH3:10][S:11][C:12]1[CH:17]=[CH:16][C:15]([O:18][C:2]2[CH:9]=[CH:8][CH:7]=[CH:6][C:3]=2[CH:4]=[O:5])=[CH:14][CH:13]=1, predict the reactants needed to synthesize it. The reactants are: F[C:2]1[CH:9]=[CH:8][CH:7]=[CH:6][C:3]=1[CH:4]=[O:5].[CH3:10][S:11][C:12]1[CH:17]=[CH:16][C:15]([OH:18])=[CH:14][CH:13]=1.C(=O)([O-])[O-].[K+].[K+]. (3) Given the product [CH3:3][C@H:2]([C@@H:15]([OH:20])[CH2:16][CH2:17][CH:18]=[CH2:19])[C:1]([N:5]1[C:9]2[CH:10]=[CH:11][CH:12]=[CH:13][C:8]=2[O:7][C:6]1=[O:14])=[O:4], predict the reactants needed to synthesize it. The reactants are: [C:1]([N:5]1[C:9]2[CH:10]=[CH:11][CH:12]=[CH:13][C:8]=2[O:7][C:6]1=[O:14])(=[O:4])[CH2:2][CH3:3].[CH:15](=[O:20])[CH2:16][CH2:17][CH:18]=[CH2:19]. (4) The reactants are: [C:1]([C:3]([C:6]1[CH:7]=[C:8]([CH:22]=[CH:23][CH:24]=1)[C:9]([NH:11][C:12]1[CH:17]=[CH:16][C:15]([CH3:18])=[C:14]([N+:19]([O-])=O)[CH:13]=1)=[O:10])([CH3:5])[CH3:4])#[N:2].CC(O)=O. Given the product [NH2:19][C:14]1[CH:13]=[C:12]([NH:11][C:9](=[O:10])[C:8]2[CH:22]=[CH:23][CH:24]=[C:6]([C:3]([C:1]#[N:2])([CH3:5])[CH3:4])[CH:7]=2)[CH:17]=[CH:16][C:15]=1[CH3:18], predict the reactants needed to synthesize it.